Predict which catalyst facilitates the given reaction. From a dataset of Catalyst prediction with 721,799 reactions and 888 catalyst types from USPTO. (1) Reactant: [CH2:1]([C:8]1([CH3:20])[C:12]2[CH:13]=[CH:14][C:15]([C:17]([OH:19])=O)=[CH:16][C:11]=2[O:10][CH2:9]1)[C:2]1[CH:7]=[CH:6][CH:5]=[CH:4][CH:3]=1.[I:21][C:22]1[CH:28]=[CH:27][CH:26]=[CH:25][C:23]=1[NH2:24].F[P-](F)(F)(F)(F)F.N1(OC(N(C)C)=[N+](C)C)C2N=CC=CC=2N=N1.C(N(CC)C(C)C)(C)C.Cl. Product: [I:21][C:22]1[CH:28]=[CH:27][CH:26]=[CH:25][C:23]=1[NH:24][C:17]([C:15]1[CH:14]=[CH:13][C:12]2[C:8]([CH2:1][C:2]3[CH:3]=[CH:4][CH:5]=[CH:6][CH:7]=3)([CH3:20])[CH2:9][O:10][C:11]=2[CH:16]=1)=[O:19]. The catalyst class is: 139. (2) Reactant: [NH2:1][C:2]1[CH:3]=[C:4]([C:8]2[C:13]3[N:14]=[C:15]([NH:18][C:19]4[CH:24]=[CH:23][C:22]([N:25]5[CH2:30][CH2:29][O:28][CH2:27][CH2:26]5)=[CH:21][CH:20]=4)[N:16]=[CH:17][C:12]=3[CH:11]=[CH:10][N:9]=2)[CH:5]=[CH:6][CH:7]=1.[C:31](Cl)(=[O:34])[CH:32]=[CH2:33]. Product: [O:28]1[CH2:27][CH2:26][N:25]([C:22]2[CH:21]=[CH:20][C:19]([NH:18][C:15]3[N:16]=[CH:17][C:12]4[CH:11]=[CH:10][N:9]=[C:8]([C:4]5[CH:3]=[C:2]([NH:1][C:31](=[O:34])[CH:32]=[CH2:33])[CH:7]=[CH:6][CH:5]=5)[C:13]=4[N:14]=3)=[CH:24][CH:23]=2)[CH2:30][CH2:29]1. The catalyst class is: 2. (3) Reactant: C(O)(C(F)(F)F)=O.[CH3:8][O:9][C:10]1[CH:11]=[C:12]([NH:21][C:22]2[CH:27]=[C:26]([O:28][C:29]3[C:38]4[C:33](=[CH:34][CH:35]=[CH:36][CH:37]=4)[C:32]([NH:39]C(=O)OC(C)(C)C)=[CH:31][CH:30]=3)[CH:25]=[CH:24][N:23]=2)[CH:13]=[CH:14][C:15]=1[C:16]1[N:17]=[N:18][NH:19][N:20]=1. Product: [NH2:39][C:32]1[C:33]2[C:38](=[CH:37][CH:36]=[CH:35][CH:34]=2)[C:29]([O:28][C:26]2[CH:25]=[CH:24][N:23]=[C:22]([NH:21][C:12]3[CH:13]=[CH:14][C:15]([C:16]4[N:17]=[N:18][NH:19][N:20]=4)=[C:10]([O:9][CH3:8])[CH:11]=3)[CH:27]=2)=[CH:30][CH:31]=1. The catalyst class is: 2. (4) Reactant: Br[C:2]1[C:3]([O:17][CH3:18])=[C:4]2[O:8][C:7]([CH:9]3[CH2:11][CH2:10]3)=[N:6][C:5]2=[C:12]([C:15]#[N:16])[C:13]=1[CH3:14].C([Sn](CCCC)(CCCC)[C:24]1[CH:29]=[CH:28][CH:27]=[CH:26][CH:25]=1)CCC.C(C1(C)C(O)=C(C(C)(C)C)C=CC1)(C)(C)C. Product: [CH:9]1([C:7]2[O:8][C:4]3[C:5](=[C:12]([C:15]#[N:16])[C:13]([CH3:14])=[C:2]([C:24]4[CH:29]=[CH:28][CH:27]=[CH:26][CH:25]=4)[C:3]=3[O:17][CH3:18])[N:6]=2)[CH2:11][CH2:10]1. The catalyst class is: 658. (5) Reactant: [Cl:1][C:2]1[CH:3]=[C:4]([CH2:9][CH2:10][CH2:11][CH2:12][OH:13])[CH:5]=[CH:6][C:7]=1[Cl:8].[Cr](Cl)([O-])(=O)=O.[NH+]1C=CC=CC=1. Product: [Cl:1][C:2]1[CH:3]=[C:4]([CH2:9][CH2:10][CH2:11][CH:12]=[O:13])[CH:5]=[CH:6][C:7]=1[Cl:8]. The catalyst class is: 2. (6) Reactant: [C:1]1([C:7]2[C:15]3[CH:14]=[CH:13][S:12][C:11]=3[CH:10]=[CH:9][CH:8]=2)[CH:6]=[CH:5][CH:4]=[CH:3][CH:2]=1.[C:16](O)(=[O:20])[C:17]([CH3:19])=[CH2:18]. Product: [CH3:18][CH:17]1[CH2:19][C:14]2[C:15]3[C:7]([C:1]4[CH:2]=[CH:3][CH:4]=[CH:5][CH:6]=4)=[CH:8][CH:9]=[CH:10][C:11]=3[S:12][C:13]=2[C:16]1=[O:20]. The catalyst class is: 4.